Dataset: Full USPTO retrosynthesis dataset with 1.9M reactions from patents (1976-2016). Task: Predict the reactants needed to synthesize the given product. (1) Given the product [Br:1][C:2]1[C:11]2[C:6](=[CH:7][CH:8]=[CH:9][CH:10]=2)[C:5]([NH:12][C:13]2[NH:22][C:15]3[CH:20]=[CH:19][CH:18]=[CH:17][C:16]=3[N:21]=2)=[CH:4][CH:3]=1, predict the reactants needed to synthesize it. The reactants are: [Br:1][C:2]1[C:11]2[C:6](=[CH:7][CH:8]=[CH:9][CH:10]=2)[C:5]([N:12]=[C:13]=S)=[CH:4][CH:3]=1.[C:15]1([NH2:22])[CH:20]=[CH:19][CH:18]=[CH:17][C:16]=1[NH2:21].N=C=N.O. (2) Given the product [F:5][C:6]1[N:7]=[C:8]([N:3]([CH3:4])[CH3:2])[CH:9]=[CH:10][CH:11]=1, predict the reactants needed to synthesize it. The reactants are: Cl.[CH3:2][NH:3][CH3:4].[F:5][C:6]1[CH:11]=[CH:10][CH:9]=[C:8](F)[N:7]=1.C(=O)([O-])[O-].[K+].[K+].